Dataset: Reaction yield outcomes from USPTO patents with 853,638 reactions. Task: Predict the reaction yield, written as a fraction of the theoretical maximum amount of product (1.0 means a 100% yield; for example, 0.34 means a 34% yield). (1) The reactants are O=P12OP3(OP(OP(O3)(O1)=O)(=O)O2)=O.[C:15]1(C(C(C([C:15]2[C:24]3[C:19](=CC=CC=3)[CH:18]=[CH:17][CH:16]=2)C)=O)C)[C:24]2[C:19](=CC=CC=2)[CH:18]=[CH:17][CH:16]=1.[NH2:41][C:42]1[CH:55]=[CH:54][CH:53]=[CH:52][C:43]=1[C:44]([C:46]1[CH:51]=[CH:50][CH:49]=[CH:48][CH:47]=1)=O.[OH-].[Na+]. The catalyst is C1C(O)=CC=CC=1C. The product is [C:44]1([C:46]2[CH:47]=[CH:48][CH:49]=[CH:50][CH:51]=2)[CH:17]=[CH:16][CH:15]=[CH:24][C:43]=1[C:52]1[CH:53]=[C:54]([C:15]2[CH:16]=[CH:17][CH:18]=[CH:19][CH:24]=2)[C:55]2[C:42](=[CH:24][CH:15]=[CH:16][CH:17]=2)[N:41]=1. The yield is 0.760. (2) The yield is 0.670. The product is [Cl:21][C:22]1[CH:23]=[C:24]([NH:29][C:30]([CH:4]2[C:5](=[O:12])[CH:6]3[C:9]([CH3:10])([CH3:11])[C@@:2]([CH3:1])([CH2:8][CH2:7]3)[C:3]2=[O:13])=[O:31])[CH:25]=[C:26]([Cl:28])[CH:27]=1. The reactants are [CH3:1][C@:2]12[C:9]([CH3:11])([CH3:10])[CH:6]([CH2:7][CH2:8]1)[C:5](=[O:12])[CH2:4][C:3]2=[O:13].C(N(CC)CC)C.[Cl:21][C:22]1[CH:23]=[C:24]([N:29]=[C:30]=[O:31])[CH:25]=[C:26]([Cl:28])[CH:27]=1.Cl. The catalyst is CN(C)C1C=CN=CC=1.ClCCl. (3) The reactants are Br[C:2]1[N:3]([CH2:21][C:22]([N:24]([CH3:26])[CH3:25])=[O:23])[C:4]2[C:9]([C:10]=1C1CCCCC1)=[CH:8][CH:7]=[C:6]([C:17]([O:19]C)=[O:18])[CH:5]=2.[CH3:27][C:28]1[CH:29]=[C:30](B(O)O)[CH:31]=[CH:32][CH:33]=1. No catalyst specified. The product is [CH:4]1([C:10]2[C:9]3[C:4](=[CH:5][C:6]([C:17]([OH:19])=[O:18])=[CH:7][CH:8]=3)[N:3]([CH2:21][C:22]([N:24]([CH3:26])[CH3:25])=[O:23])[C:2]=2[C:32]2[CH:31]=[CH:30][CH:29]=[C:28]([CH3:27])[CH:33]=2)[CH2:9][CH2:8][CH2:7][CH2:6][CH2:5]1. The yield is 0.610. (4) The reactants are C([N:5]1[C:9](=[O:10])[C:8]([NH:11][CH2:12][CH2:13][CH2:14][CH2:15][C:16]2[CH:21]=[CH:20][CH:19]=[CH:18][CH:17]=2)=[C:7]([C:22]2[CH:27]=[CH:26][CH:25]=[CH:24][CH:23]=2)[S:6]1(=[O:29])=[O:28])(C)(C)C.Br[CH2:31][CH:32]1[CH2:36][CH2:35][CH2:34][O:33]1.C([O-])([O-])=O.[K+].[K+]. The catalyst is C(O)(C(F)(F)F)=O. The product is [C:22]1([C:7]2[S:6](=[O:29])(=[O:28])[N:5]([CH2:31][CH:32]3[CH2:36][CH2:35][CH2:34][O:33]3)[C:9](=[O:10])[C:8]=2[NH:11][CH2:12][CH2:13][CH2:14][CH2:15][C:16]2[CH:17]=[CH:18][CH:19]=[CH:20][CH:21]=2)[CH:23]=[CH:24][CH:25]=[CH:26][CH:27]=1. The yield is 0.360. (5) The reactants are [CH:1]1([C:7]([C:9]2[S:17][C:16]3[C:11](=[N:12][CH:13]=[C:14]([C:18]([F:21])([F:20])[F:19])[CH:15]=3)[C:10]=2[CH3:22])=O)[CH2:6][CH2:5][CH2:4][CH2:3][CH2:2]1.[NH2:23][C:24]1[CH:33]=[CH:32][C:27]([C:28]([O:30][CH3:31])=[O:29])=[CH:26][CH:25]=1.C(=O)([O-])O.[Na+].C([BH3-])#N.[Na+]. The catalyst is O1CCCC1.[Ti](Cl)(Cl)(Cl)Cl.C(O)(=O)C.C(Cl)Cl.C(N(CC)CC)C. The product is [CH:1]1([CH:7]([NH:23][C:24]2[CH:25]=[CH:26][C:27]([C:28]([O:30][CH3:31])=[O:29])=[CH:32][CH:33]=2)[C:9]2[S:17][C:16]3[C:11](=[N:12][CH:13]=[C:14]([C:18]([F:21])([F:20])[F:19])[CH:15]=3)[C:10]=2[CH3:22])[CH2:6][CH2:5][CH2:4][CH2:3][CH2:2]1. The yield is 0.680. (6) The reactants are ClC(Cl)(Cl)CO[C:5](=[O:31])[NH:6][C:7]1[N:11]([C:12]2[CH:13]=[N:14][N:15]([CH2:17][CH2:18][CH2:19][O:20][CH:21]3[CH2:26][CH2:25][CH2:24][CH2:23][O:22]3)[CH:16]=2)[N:10]=[C:9]([C:27]([CH3:30])([CH3:29])[CH3:28])[CH:8]=1.[CH3:34][C@H:35]1[CH2:40][CH2:39][CH2:38][CH2:37][N:36]1[C:41]1[N:45]2[CH:46]=[C:47]([O:50][C@H:51]3[C:60]4[C:55](=[CH:56][CH:57]=[CH:58][CH:59]=4)[C@@H:54]([NH2:61])[CH2:53][CH2:52]3)[CH:48]=[CH:49][C:44]2=[N:43][N:42]=1.CCN(C(C)C)C(C)C. The catalyst is CC1CCCO1.O. The product is [C:27]([C:9]1[CH:8]=[C:7]([NH:6][C:5]([NH:61][C@@H:54]2[C:55]3[C:60](=[CH:59][CH:58]=[CH:57][CH:56]=3)[C@H:51]([O:50][C:47]3[CH:48]=[CH:49][C:44]4[N:45]([C:41]([N:36]5[CH2:37][CH2:38][CH2:39][CH2:40][C@@H:35]5[CH3:34])=[N:42][N:43]=4)[CH:46]=3)[CH2:52][CH2:53]2)=[O:31])[N:11]([C:12]2[CH:13]=[N:14][N:15]([CH2:17][CH2:18][CH2:19][O:20][CH:21]3[CH2:26][CH2:25][CH2:24][CH2:23][O:22]3)[CH:16]=2)[N:10]=1)([CH3:30])([CH3:29])[CH3:28]. The yield is 0.860. (7) The reactants are C([O:8][C:9]1[CH:16]=[CH:15][C:14]([O:17][CH2:18][C:19]2[CH:24]=[CH:23][CH:22]=[CH:21][CH:20]=2)=[CH:13][C:10]=1[CH:11]=[O:12])C1C=CC=CC=1.[Mg+2].[Br-].[Br-].CCOCC.Cl. The catalyst is C1C=CC=CC=1.CCOCC. The product is [CH2:18]([O:17][C:14]1[CH:15]=[CH:16][C:9]([OH:8])=[C:10]([CH:13]=1)[CH:11]=[O:12])[C:19]1[CH:20]=[CH:21][CH:22]=[CH:23][CH:24]=1. The yield is 0.810. (8) The reactants are [CH2:1]([C:4]1[C:5](=[O:34])[C:6]([CH3:33])=[C:7]([CH3:32])[C:8](=[O:31])[C:9]=1[CH2:10][CH2:11][C@@:12]([OH:30])([CH3:29])[CH2:13][CH2:14][CH2:15][C@H:16]([CH3:28])[CH2:17][CH2:18][CH2:19][C@H:20]([CH3:27])[CH2:21][CH2:22][CH2:23][CH:24]([CH3:26])[CH3:25])[CH:2]=[CH2:3].CCOC(C)=O. The catalyst is C(Cl)Cl.O=[Pt]=O. The product is [OH:30][C@:12]([CH3:29])([CH2:13][CH2:14][CH2:15][C@H:16]([CH3:28])[CH2:17][CH2:18][CH2:19][C@H:20]([CH3:27])[CH2:21][CH2:22][CH2:23][CH:24]([CH3:26])[CH3:25])[CH2:11][CH2:10][C:9]1[C:8](=[O:31])[C:7]([CH3:32])=[C:6]([CH3:33])[C:5](=[O:34])[C:4]=1[CH2:1][CH2:2][CH3:3]. The yield is 0.760. (9) The reactants are [Cl:1][C:2]1[C:3]([F:49])=[C:4]([CH:9]2[O:14][C:13](=[O:15])[N:12]([C@@H:16]3[C:32]4=[N:33][C:29](=[CH:30][N:31]4COCC[Si](C)(C)C)[C:28]4[C:23](=[CH:24][C:25]([NH:42][C:43](=[O:46])[O:44][CH3:45])=[CH:26][CH:27]=4)[NH:22][C:21](=[O:47])[C@H:20]([CH3:48])[CH2:19][CH2:18][CH2:17]3)[CH2:11][CH2:10]2)[C:5]([F:8])=[CH:6][CH:7]=1.C1N=CN(C(N2C=NC=C2)=O)C=1.[Cl-].[Na+]. The catalyst is O1CCOCC1.CN(C1C=CN=CC=1)C.CCOC(C)=O. The product is [Cl:1][C:2]1[C:3]([F:49])=[C:4]([C@@H:9]2[O:14][C:13](=[O:15])[N:12]([C@@H:16]3[C:32]4=[N:33][C:29](=[CH:30][NH:31]4)[C:28]4[C:23](=[CH:24][C:25]([NH:42][C:43](=[O:46])[O:44][CH3:45])=[CH:26][CH:27]=4)[NH:22][C:21](=[O:47])[C@H:20]([CH3:48])[CH2:19][CH2:18][CH2:17]3)[CH2:11][CH2:10]2)[C:5]([F:8])=[CH:6][CH:7]=1. The yield is 0.550. (10) The reactants are Br[C:2]1[CH:7]=[C:6]([C:8]2[N:13]=[CH:12][CH:11]=[CH:10][N:9]=2)[C:5]([NH2:14])=[C:4]([N+:15]([O-:17])=[O:16])[CH:3]=1.[B:18]1([B:18]2[O:22][C:21]([CH3:24])([CH3:23])[C:20]([CH3:26])([CH3:25])[O:19]2)[O:22][C:21]([CH3:24])([CH3:23])[C:20]([CH3:26])([CH3:25])[O:19]1.CC([O-])=O.[K+]. The catalyst is O1CCOCC1. The product is [N+:15]([C:4]1[CH:3]=[C:2]([B:18]2[O:22][C:21]([CH3:24])([CH3:23])[C:20]([CH3:26])([CH3:25])[O:19]2)[CH:7]=[C:6]([C:8]2[N:13]=[CH:12][CH:11]=[CH:10][N:9]=2)[C:5]=1[NH2:14])([O-:17])=[O:16]. The yield is 0.980.